Task: Predict the product of the given reaction.. Dataset: Forward reaction prediction with 1.9M reactions from USPTO patents (1976-2016) (1) Given the reactants [Cl:1][C:2]1[CH:7]=[CH:6][C:5]([C:8]2[N:13]=[CH:12][N:11]=[C:10]([CH2:14][CH2:15][CH2:16][N:17]3[C:21](=[O:22])[CH2:20][O:19][C:18]3=[O:23])[CH:9]=2)=[CH:4][CH:3]=1.[CH3:24][NH2:25], predict the reaction product. The product is: [Cl:1][C:2]1[CH:3]=[CH:4][C:5]([C:8]2[N:13]=[CH:12][N:11]=[C:10]([CH2:14][CH2:15][CH2:16][NH:17][C:18](=[O:23])[O:19][CH2:20][C:21]([NH:25][CH3:24])=[O:22])[CH:9]=2)=[CH:6][CH:7]=1. (2) Given the reactants [CH3:1][N:2]([CH2:15][CH2:16][N:17]1[CH2:22][CH2:21][O:20][CH2:19][CH2:18]1)[C:3]([C:5]1[CH:6]=[C:7]([CH:12]=[CH:13][CH:14]=1)[C:8]([O:10]C)=[O:9])=[O:4].O.[OH-].[Li+], predict the reaction product. The product is: [CH3:1][N:2]([CH2:15][CH2:16][N:17]1[CH2:22][CH2:21][O:20][CH2:19][CH2:18]1)[C:3]([C:5]1[CH:6]=[C:7]([CH:12]=[CH:13][CH:14]=1)[C:8]([OH:10])=[O:9])=[O:4]. (3) Given the reactants CN(C)[CH:3]=[O:4].P(Cl)(Cl)(Cl)=O.[CH3:11][C:12]1[C:16]2[C:17](=[O:30])[N:18]([CH2:22][CH2:23][N:24]3[CH2:29][CH2:28][CH2:27][CH2:26][CH2:25]3)[CH2:19][CH2:20][CH2:21][C:15]=2[NH:14][CH:13]=1, predict the reaction product. The product is: [CH3:11][C:12]1[C:16]2[C:17](=[O:30])[N:18]([CH2:22][CH2:23][N:24]3[CH2:29][CH2:28][CH2:27][CH2:26][CH2:25]3)[CH2:19][CH2:20][CH2:21][C:15]=2[NH:14][C:13]=1[CH:3]=[O:4].